This data is from Forward reaction prediction with 1.9M reactions from USPTO patents (1976-2016). The task is: Predict the product of the given reaction. (1) Given the reactants [CH3:1][CH:2]([C:8]([O:10][CH2:11][CH3:12])=[O:9])[C:3]([O:5][CH2:6][CH3:7])=[O:4].[O-]CC.[Na+].[Na].[Br:18][C:19]1[CH:26]=[C:25]([C:27](=[O:32])[C:28]([CH3:31])([CH3:30])[CH3:29])[CH:24]=[CH:23][C:20]=1[CH2:21]Br, predict the reaction product. The product is: [CH2:11]([O:10][C:8](=[O:9])[C:2]([CH2:21][C:20]1[CH:23]=[CH:24][C:25]([C:27](=[O:32])[C:28]([CH3:29])([CH3:31])[CH3:30])=[CH:26][C:19]=1[Br:18])([CH3:1])[C:3]([O:5][CH2:6][CH3:7])=[O:4])[CH3:12]. (2) Given the reactants Cl[C:2]1[N:7]=[C:6]([C:8]2[S:12][C:11]([N:13]3[CH2:18][CH2:17][CH2:16][CH2:15][CH2:14]3)=[N:10][C:9]=2[C:19]2[CH:20]=[C:21]([NH:25][C:26](=[O:35])[C:27]3[C:32]([F:33])=[CH:31][CH:30]=[CH:29][C:28]=3[F:34])[CH:22]=[CH:23][CH:24]=2)[CH:5]=[CH:4][N:3]=1.Cl.[NH2:37][C:38]1[CH:39]=[C:40]([O:44][CH2:45][CH2:46][N:47]([CH3:49])[CH3:48])[CH:41]=[CH:42][CH:43]=1, predict the reaction product. The product is: [CH3:48][N:47]([CH3:49])[CH2:46][CH2:45][O:44][C:40]1[CH:39]=[C:38]([NH:37][C:2]2[N:7]=[C:6]([C:8]3[S:12][C:11]([N:13]4[CH2:14][CH2:15][CH2:16][CH2:17][CH2:18]4)=[N:10][C:9]=3[C:19]3[CH:20]=[C:21]([NH:25][C:26](=[O:35])[C:27]4[C:28]([F:34])=[CH:29][CH:30]=[CH:31][C:32]=4[F:33])[CH:22]=[CH:23][CH:24]=3)[CH:5]=[CH:4][N:3]=2)[CH:43]=[CH:42][CH:41]=1. (3) Given the reactants [CH2:1]([N:3]1[CH2:8][CH2:7][N:6]([C:9]2[C:18]3[C:13](=[CH:14][CH:15]=[CH:16][CH:17]=3)[CH:12]=[C:11]([C:19]3[CH:24]=[CH:23][C:22]([S:25]([CH2:28][CH2:29]OCC4C=CC=CC=4)(=[O:27])=[O:26])=[CH:21][CH:20]=3)[N:10]=2)[CH2:5][CH2:4]1)[CH3:2].[ClH:38].[CH3:39][OH:40], predict the reaction product. The product is: [ClH:38].[ClH:38].[CH2:1]([N:3]1[CH2:8][CH2:7][N:6]([C:9]2[C:18]3[C:13](=[CH:14][CH:15]=[CH:16][CH:17]=3)[CH:12]=[C:11]([C:19]3[CH:24]=[CH:23][C:22]([S:25]([CH2:28][CH2:29][CH2:39][OH:40])(=[O:27])=[O:26])=[CH:21][CH:20]=3)[N:10]=2)[CH2:5][CH2:4]1)[CH3:2]. (4) Given the reactants C(OC(=O)[NH:7][C:8]1[N:9]=[C:10]2[CH:15]=[CH:14][C:13]([I:16])=[N:12][N:11]2[CH:17]=1)(C)(C)C.Cl.C(OCC)(=O)C.C(OCC)C, predict the reaction product. The product is: [I:16][C:13]1[CH:14]=[CH:15][C:10]2[N:11]([CH:17]=[C:8]([NH2:7])[N:9]=2)[N:12]=1.